This data is from Forward reaction prediction with 1.9M reactions from USPTO patents (1976-2016). The task is: Predict the product of the given reaction. Given the reactants [CH3:1][O:2][C:3](=[O:24])[C:4]1[CH:9]=[CH:8][C:7]([CH:10]2[CH2:15][CH2:14][N:13]([C:16]3[CH:21]=[CH:20][C:19]([CH:22]=O)=[CH:18][CH:17]=3)[CH2:12][CH2:11]2)=[CH:6][CH:5]=1.[BH-](OC(C)=O)(OC(C)=O)OC(C)=O.[Na+].[NH:39]1[CH2:44][CH2:43][O:42][CH2:41][CH2:40]1, predict the reaction product. The product is: [CH3:1][O:2][C:3](=[O:24])[C:4]1[CH:5]=[CH:6][C:7]([CH:10]2[CH2:15][CH2:14][N:13]([C:16]3[CH:17]=[CH:18][C:19]([CH2:22][N:39]4[CH2:44][CH2:43][O:42][CH2:41][CH2:40]4)=[CH:20][CH:21]=3)[CH2:12][CH2:11]2)=[CH:8][CH:9]=1.